Dataset: Forward reaction prediction with 1.9M reactions from USPTO patents (1976-2016). Task: Predict the product of the given reaction. (1) The product is: [OH:1][C:2]1[CH:9]=[CH:8][C:5]([CH:6]=[CH2:7])=[CH:4][CH:3]=1.[O:10]1[CH:16]2[CH:11]1[CH2:12][CH:13]([CH2:17][O:18][C:19](=[O:23])[C:20]([CH3:22])=[CH2:21])[CH2:14][CH2:15]2. Given the reactants [OH:1][C:2]1[CH:9]=[CH:8][C:5]([CH:6]=[CH2:7])=[CH:4][CH:3]=1.[O:10]1[CH:16]2[CH:11]1[CH2:12][CH:13]([CH2:17][O:18][C:19](=[O:23])[C:20]([CH3:22])=[CH2:21])[CH2:14][CH2:15]2.N(C(C)(C)C#N)=NC(C)(C)C#N.C1(C)C=CC=CC=1, predict the reaction product. (2) Given the reactants [NH2:1][C:2]1[CH:3]=[CH:4][C:5]2[CH2:11][CH2:10][C:9](=[O:12])[N:8]([CH3:13])[CH2:7][C:6]=2[CH:14]=1.Cl[C:16]1[N:21]=[C:20]([NH:22][C:23]2[CH:28]=[CH:27][CH:26]=[CH:25][C:24]=2[CH2:29][NH:30][CH3:31])[C:19]([Cl:32])=[CH:18][N:17]=1, predict the reaction product. The product is: [Cl:32][C:19]1[C:20]([NH:22][C:23]2[CH:28]=[CH:27][CH:26]=[CH:25][C:24]=2[CH2:29][NH:30][CH3:31])=[N:21][C:16]([NH:1][C:2]2[CH:3]=[CH:4][C:5]3[CH2:11][CH2:10][C:9](=[O:12])[N:8]([CH3:13])[CH2:7][C:6]=3[CH:14]=2)=[N:17][CH:18]=1.